Dataset: Reaction yield outcomes from USPTO patents with 853,638 reactions. Task: Predict the reaction yield, written as a fraction of the theoretical maximum amount of product (1.0 means a 100% yield; for example, 0.34 means a 34% yield). (1) The reactants are [H-].[Na+].[CH2:3]([O:5][C:6]([C:8]1([CH2:13][OH:14])[CH2:12][CH2:11][CH2:10][CH2:9]1)=[O:7])[CH3:4].I[CH3:16]. The catalyst is C1COCC1. The product is [CH2:3]([O:5][C:6]([C:8]1([CH2:13][O:14][CH3:16])[CH2:12][CH2:11][CH2:10][CH2:9]1)=[O:7])[CH3:4]. The yield is 0.740. (2) The yield is 0.360. The catalyst is C(Cl)(Cl)(Cl)Cl. The reactants are [Cl:1][C:2]1[N:7]=[CH:6][C:5]([CH2:8][CH3:9])=[CH:4][N:3]=1.[Br:10]N1C(=O)CCC1=O.C(OOC(=O)C1C=CC=CC=1)(=O)C1C=CC=CC=1. The product is [Br:10][CH:8]([C:5]1[CH:4]=[N:3][C:2]([Cl:1])=[N:7][CH:6]=1)[CH3:9].